From a dataset of Forward reaction prediction with 1.9M reactions from USPTO patents (1976-2016). Predict the product of the given reaction. (1) Given the reactants [CH3:1][N:2]1[C:10]2[C:5](=[CH:6][CH:7]=[CH:8][CH:9]=2)[CH:4]=[C:3]1B(O)O.Br[C:15]1[CH:16]=[C:17]([S:21]([N:24]([CH2:27][CH3:28])[CH2:25][CH3:26])(=[O:23])=[O:22])[CH:18]=[N:19][CH:20]=1.C([O-])([O-])=O.[K+].[K+].O, predict the reaction product. The product is: [CH2:27]([N:24]([CH2:25][CH3:26])[S:21]([C:17]1[CH:18]=[N:19][CH:20]=[C:15]([C:3]2[N:2]([CH3:1])[C:10]3[C:5]([CH:4]=2)=[CH:6][CH:7]=[CH:8][CH:9]=3)[CH:16]=1)(=[O:22])=[O:23])[CH3:28]. (2) Given the reactants [CH3:1][O:2][C:3]1[CH:10]=[C:9]([O:11][CH2:12][CH:13]2[CH2:18][CH:17]([O:19][CH2:20][CH2:21][CH2:22][CH2:23][CH2:24][CH2:25][CH2:26][CH2:27][CH2:28][CH2:29][CH2:30][CH2:31][CH2:32][CH2:33][CH2:34][CH2:35][CH2:36][CH3:37])[CH:16]([O:38][CH2:39][CH2:40][CH2:41][CH2:42][CH2:43][CH2:44][CH2:45][CH2:46][CH2:47][CH2:48][CH2:49][CH2:50][CH2:51][CH2:52][CH2:53][CH2:54][CH2:55][CH3:56])[CH:15]([O:57][CH2:58][CH2:59][CH2:60][CH2:61][CH2:62][CH2:63][CH2:64][CH2:65][CH2:66][CH2:67][CH2:68][CH2:69][CH2:70][CH2:71][CH2:72][CH2:73][CH2:74][CH3:75])[CH2:14]2)[CH:8]=[CH:7][C:4]=1[CH:5]=[O:6].[BH4-].[Na+], predict the reaction product. The product is: [CH3:1][O:2][C:3]1[CH:10]=[C:9]([O:11][CH2:12][CH:13]2[CH2:18][CH:17]([O:19][CH2:20][CH2:21][CH2:22][CH2:23][CH2:24][CH2:25][CH2:26][CH2:27][CH2:28][CH2:29][CH2:30][CH2:31][CH2:32][CH2:33][CH2:34][CH2:35][CH2:36][CH3:37])[CH:16]([O:38][CH2:39][CH2:40][CH2:41][CH2:42][CH2:43][CH2:44][CH2:45][CH2:46][CH2:47][CH2:48][CH2:49][CH2:50][CH2:51][CH2:52][CH2:53][CH2:54][CH2:55][CH3:56])[CH:15]([O:57][CH2:58][CH2:59][CH2:60][CH2:61][CH2:62][CH2:63][CH2:64][CH2:65][CH2:66][CH2:67][CH2:68][CH2:69][CH2:70][CH2:71][CH2:72][CH2:73][CH2:74][CH3:75])[CH2:14]2)[CH:8]=[CH:7][C:4]=1[CH2:5][OH:6]. (3) Given the reactants [NH2:1][C:2]1[CH:3]=[C:4]([C@@H:8]([O:21][Si:22]([CH2:27][CH3:28])([CH2:25][CH3:26])[CH2:23][CH3:24])[CH2:9][N:10]([CH2:18][CH2:19][OH:20])[C:11](=[O:17])[O:12][C:13]([CH3:16])([CH3:15])[CH3:14])[CH:5]=[CH:6][CH:7]=1.O[C:30]1[CH:38]=[C:37]2[C:33]([C:34]([CH:46]3[CH2:48][CH2:47]3)=[N:35][N:36]2[C:39]([O:41][C:42]([CH3:45])([CH3:44])[CH3:43])=[O:40])=[CH:32][CH:31]=1.C1(P(C2C=CC=CC=2)C2C=CC=CC=2)C=CC=CC=1.CC(OC(/N=N/C(OC(C)C)=O)=O)C.C(=O)([O-])[O-], predict the reaction product. The product is: [NH2:1][C:2]1[CH:3]=[C:4]([C@@H:8]([O:21][Si:22]([CH2:25][CH3:26])([CH2:23][CH3:24])[CH2:27][CH3:28])[CH2:9][N:10]([C:11]([O:12][C:13]([CH3:15])([CH3:14])[CH3:16])=[O:17])[CH2:18][CH2:19][O:20][C:30]2[CH:38]=[C:37]3[C:33]([C:34]([CH:46]4[CH2:48][CH2:47]4)=[N:35][N:36]3[C:39]([O:41][C:42]([CH3:44])([CH3:45])[CH3:43])=[O:40])=[CH:32][CH:31]=2)[CH:5]=[CH:6][CH:7]=1. (4) The product is: [CH3:25][O:24][C:7]1[CH:6]=[CH:5][C:4]2[N:3]=[C:2]([NH:26][C:27]3[CH:28]=[C:29]([NH:33][C:34](=[O:36])[CH3:35])[CH:30]=[CH:31][CH:32]=3)[C:11]3[NH:12][N:13]=[CH:14][C:10]=3[C:9]=2[CH:8]=1. Given the reactants Cl[C:2]1[C:11]2=[N:12][N:13](CC3C=CC(OC)=CC=3)[CH:14]=[C:10]2[C:9]2[CH:8]=[C:7]([O:24][CH3:25])[CH:6]=[CH:5][C:4]=2[N:3]=1.[NH2:26][C:27]1[CH:28]=[C:29]([NH:33][C:34](=[O:36])[CH3:35])[CH:30]=[CH:31][CH:32]=1.Cl, predict the reaction product. (5) Given the reactants [CH2:1]([C:5]1[CH2:14][CH2:13][C:12]2[CH:11]=[C:10]([C@H:15]3[CH2:24][CH2:23][C@@:17]4([NH:21][C:20](=[O:22])[O:19][CH2:18]4)[CH2:16]3)[CH:9]=[CH:8][C:7]=2[CH:6]=1)[CH2:2][CH2:3][CH3:4].B.CSC.[OH-:29].[Na+].OO, predict the reaction product. The product is: [CH2:1]([CH:5]1[CH2:14][CH2:13][C:12]2[CH:11]=[C:10]([C@H:15]3[CH2:24][CH2:23][C@@:17]4([NH:21][C:20](=[O:22])[O:19][CH2:18]4)[CH2:16]3)[CH:9]=[CH:8][C:7]=2[CH:6]1[OH:29])[CH2:2][CH2:3][CH3:4]. (6) The product is: [C:35]([O:34][CH:16]([CH2:17][CH2:18][NH:19][C:20](=[O:33])[C:21]1[CH:26]=[CH:25][C:24]([C:27]2[CH:32]=[CH:31][CH:30]=[CH:29][N:28]=2)=[CH:23][CH:22]=1)[CH2:15][N:12]1[CH2:11][CH2:10][N:9]([C:3]2[CH:4]=[CH:5][CH:6]=[C:7]([Cl:8])[C:2]=2[Cl:1])[CH2:14][CH2:13]1)(=[O:37])[CH3:36]. Given the reactants [Cl:1][C:2]1[C:7]([Cl:8])=[CH:6][CH:5]=[CH:4][C:3]=1[N:9]1[CH2:14][CH2:13][N:12]([CH2:15][CH:16]([OH:34])[CH2:17][CH2:18][NH:19][C:20](=[O:33])[C:21]2[CH:26]=[CH:25][C:24]([C:27]3[CH:32]=[CH:31][CH:30]=[CH:29][N:28]=3)=[CH:23][CH:22]=2)[CH2:11][CH2:10]1.[C:35](OC(=O)C)(=[O:37])[CH3:36].C(N(CC)CC)C, predict the reaction product. (7) The product is: [CH:1]1([N:4]2[C:8]3[C:9]([O:22][C@@H:23]([C@H:25]4[CH2:29][NH:28][C:27](=[O:30])[CH2:26]4)[CH3:24])=[CH:10][C:11]([C:32]4[S:33][CH:34]=[CH:35][N:36]=4)=[CH:12][C:7]=3[N:6]=[CH:5]2)[CH2:3][CH2:2]1. Given the reactants [CH:1]1([N:4]2[C:8]3[C:9]([O:22][C@@H:23]([C@H:25]4[CH2:29][NH:28][C:27](=[O:30])[CH2:26]4)[CH3:24])=[CH:10][C:11](B4OC(C)(C)C(C)(C)O4)=[CH:12][C:7]=3[N:6]=[CH:5]2)[CH2:3][CH2:2]1.Br[C:32]1[S:33][CH:34]=[C:35](Cl)[N:36]=1.C([O-])([O-])=O.[Na+].[Na+].N#N, predict the reaction product.